Dataset: Forward reaction prediction with 1.9M reactions from USPTO patents (1976-2016). Task: Predict the product of the given reaction. Given the reactants [I-].C[S+](C)(C)=O.[CH3:7]C(C)([O-])C.[K+].O1CCCC1.[CH:18]([C@@H:20]([NH:41][C:42](=[O:48])[O:43][C:44]([CH3:47])([CH3:46])[CH3:45])[CH2:21][C@H:22]([CH2:26][C:27]1[CH:32]=[CH:31][C:30]([O:33][CH3:34])=[C:29]([O:35][CH2:36][CH2:37][CH2:38][O:39][CH3:40])[CH:28]=1)[CH:23]([CH3:25])[CH3:24])=[O:19], predict the reaction product. The product is: [CH3:34][O:33][C:30]1[CH:31]=[CH:32][C:27]([CH2:26][C@H:22]([CH:23]([CH3:24])[CH3:25])[CH2:21][C@H:20]([NH:41][C:42](=[O:48])[O:43][C:44]([CH3:46])([CH3:45])[CH3:47])[C@@H:18]2[CH2:7][O:19]2)=[CH:28][C:29]=1[O:35][CH2:36][CH2:37][CH2:38][O:39][CH3:40].